Dataset: NCI-60 drug combinations with 297,098 pairs across 59 cell lines. Task: Regression. Given two drug SMILES strings and cell line genomic features, predict the synergy score measuring deviation from expected non-interaction effect. (1) Drug 1: CC12CCC(CC1=CCC3C2CCC4(C3CC=C4C5=CN=CC=C5)C)O. Drug 2: CCCCC(=O)OCC(=O)C1(CC(C2=C(C1)C(=C3C(=C2O)C(=O)C4=C(C3=O)C=CC=C4OC)O)OC5CC(C(C(O5)C)O)NC(=O)C(F)(F)F)O. Cell line: NCI-H322M. Synergy scores: CSS=-0.873, Synergy_ZIP=-1.68, Synergy_Bliss=-1.47, Synergy_Loewe=-2.23, Synergy_HSA=-2.13. (2) Drug 2: COC1=C2C(=CC3=C1OC=C3)C=CC(=O)O2. Drug 1: C1=CN(C(=O)N=C1N)C2C(C(C(O2)CO)O)O.Cl. Cell line: RXF 393. Synergy scores: CSS=-2.59, Synergy_ZIP=0.224, Synergy_Bliss=-1.48, Synergy_Loewe=-3.95, Synergy_HSA=-3.46. (3) Drug 1: CC(C)CN1C=NC2=C1C3=CC=CC=C3N=C2N. Drug 2: CC1CCCC2(C(O2)CC(NC(=O)CC(C(C(=O)C(C1O)C)(C)C)O)C(=CC3=CSC(=N3)C)C)C. Cell line: MCF7. Synergy scores: CSS=26.8, Synergy_ZIP=0.152, Synergy_Bliss=-1.31, Synergy_Loewe=-9.78, Synergy_HSA=-0.693. (4) Drug 1: C1CCC(C1)C(CC#N)N2C=C(C=N2)C3=C4C=CNC4=NC=N3. Drug 2: CCN(CC)CCNC(=O)C1=C(NC(=C1C)C=C2C3=C(C=CC(=C3)F)NC2=O)C. Cell line: SF-268. Synergy scores: CSS=-3.97, Synergy_ZIP=3.96, Synergy_Bliss=4.81, Synergy_Loewe=-2.36, Synergy_HSA=-2.24. (5) Drug 1: CC1=C2C(C(=O)C3(C(CC4C(C3C(C(C2(C)C)(CC1OC(=O)C(C(C5=CC=CC=C5)NC(=O)OC(C)(C)C)O)O)OC(=O)C6=CC=CC=C6)(CO4)OC(=O)C)OC)C)OC. Drug 2: CC1=CC2C(CCC3(C2CCC3(C(=O)C)OC(=O)C)C)C4(C1=CC(=O)CC4)C. Cell line: U251. Synergy scores: CSS=45.2, Synergy_ZIP=-0.825, Synergy_Bliss=-1.84, Synergy_Loewe=-36.7, Synergy_HSA=-1.07. (6) Drug 1: CCC1(CC2CC(C3=C(CCN(C2)C1)C4=CC=CC=C4N3)(C5=C(C=C6C(=C5)C78CCN9C7C(C=CC9)(C(C(C8N6C)(C(=O)OC)O)OC(=O)C)CC)OC)C(=O)OC)O.OS(=O)(=O)O. Drug 2: CC(C)(C#N)C1=CC(=CC(=C1)CN2C=NC=N2)C(C)(C)C#N. Cell line: 786-0. Synergy scores: CSS=-0.507, Synergy_ZIP=2.29, Synergy_Bliss=4.97, Synergy_Loewe=0.322, Synergy_HSA=0.804. (7) Drug 1: C1=CC=C(C=C1)NC(=O)CCCCCCC(=O)NO. Drug 2: CC1C(C(CC(O1)OC2CC(OC(C2O)C)OC3=CC4=CC5=C(C(=O)C(C(C5)C(C(=O)C(C(C)O)O)OC)OC6CC(C(C(O6)C)O)OC7CC(C(C(O7)C)O)OC8CC(C(C(O8)C)O)(C)O)C(=C4C(=C3C)O)O)O)O. Cell line: OVCAR-8. Synergy scores: CSS=58.9, Synergy_ZIP=-4.83, Synergy_Bliss=0.944, Synergy_Loewe=0.694, Synergy_HSA=1.60. (8) Drug 1: CC1=C(C(=CC=C1)Cl)NC(=O)C2=CN=C(S2)NC3=CC(=NC(=N3)C)N4CCN(CC4)CCO. Drug 2: CN1C2=C(C=C(C=C2)N(CCCl)CCCl)N=C1CCCC(=O)O.Cl. Cell line: MALME-3M. Synergy scores: CSS=1.33, Synergy_ZIP=-0.894, Synergy_Bliss=-2.02, Synergy_Loewe=-0.00359, Synergy_HSA=-2.10.